Task: Predict the product of the given reaction.. Dataset: Forward reaction prediction with 1.9M reactions from USPTO patents (1976-2016) (1) Given the reactants C(O[C:24]1[CH:60]=[CH:59][C:27]([CH:28](O)[C:29]2[CH:34]=[CH:33][C:32]([O:35][CH2:36][CH2:37][CH2:38][CH2:39][CH2:40][CH2:41][CH2:42][CH2:43][CH2:44][CH2:45][CH2:46][CH2:47][CH2:48][CH2:49][CH2:50][CH2:51][CH2:52][CH2:53][CH2:54][CH2:55][CH2:56][CH3:57])=[CH:31][CH:30]=2)=[CH:26][CH:25]=1)CCCCCCCCCCCCCCCCCCCCC.[C:61]([NH2:78])([O:63][CH2:64][CH:65]1[C:77]2[C:72](=[CH:73][CH:74]=[CH:75][CH:76]=2)[C:71]2[C:66]1=[CH:67][CH:68]=[CH:69][CH:70]=2)=[O:62].[CH3:79]S(O)(=O)=O.[CH:84](O)([C:91]1[CH:96]=[CH:95][CH:94]=[CH:93][CH:92]=1)[C:85]1[CH:90]=[CH:89][CH:88]=[CH:87][CH:86]=1.[C:98](=[O:101])([O-])O.[Na+].[C:103]1([CH3:109])[CH:108]=[CH:107][CH:106]=[CH:105][CH:104]=1, predict the reaction product. The product is: [C:61]([NH:78][CH:28]([C:29]1[CH:30]=[CH:31][C:32]([O:35][CH2:36][CH2:37][CH2:38][CH2:39][CH2:40][CH2:41][CH2:42][CH2:43][CH2:44][CH2:45][CH2:46][CH2:47][CH2:48][CH2:49][CH2:50][CH2:51][CH2:52][CH2:53][CH2:54][CH2:55][CH2:56][CH3:57])=[CH:33][CH:34]=1)[C:27]1[CH:59]=[CH:60][C:24]([O:101][CH2:98][CH2:79][CH2:104][CH2:105][CH2:106][CH2:107][CH2:108][CH2:103][CH2:109][CH2:92][CH2:93][CH2:94][CH2:95][CH2:96][CH2:91][CH2:84][CH2:85][CH2:90][CH2:89][CH2:88][CH2:87][CH3:86])=[CH:25][CH:26]=1)([O:63][CH2:64][CH:65]1[C:77]2[C:72](=[CH:73][CH:74]=[CH:75][CH:76]=2)[C:71]2[C:66]1=[CH:67][CH:68]=[CH:69][CH:70]=2)=[O:62]. (2) Given the reactants C([O:3][C:4](=[O:20])[C:5]([S:8]([C:11]1[CH:19]=[CH:18][C:14]2[N:15]=[CH:16][S:17][C:13]=2[CH:12]=1)(=[O:10])=[O:9])([CH3:7])[CH3:6])C.O.[OH-].[Li+], predict the reaction product. The product is: [S:17]1[C:13]2[CH:12]=[C:11]([S:8]([C:5]([CH3:7])([CH3:6])[C:4]([OH:20])=[O:3])(=[O:10])=[O:9])[CH:19]=[CH:18][C:14]=2[N:15]=[CH:16]1. (3) Given the reactants [Cl:1][C:2]1[CH:33]=[CH:32][C:31]([Cl:34])=[CH:30][C:3]=1[O:4][C:5]1[CH:10]=[CH:9][C:8]([N+:11]([O-:13])=[O:12])=[CH:7][C:6]=1[S:14]([N:17]1[CH2:22][CH2:21][N:20](C(OC(C)(C)C)=O)[CH2:19][CH2:18]1)(=[O:16])=[O:15].Cl.CCOC(C)=O, predict the reaction product. The product is: [Cl:1][C:2]1[CH:33]=[CH:32][C:31]([Cl:34])=[CH:30][C:3]=1[O:4][C:5]1[CH:10]=[CH:9][C:8]([N+:11]([O-:13])=[O:12])=[CH:7][C:6]=1[S:14]([N:17]1[CH2:22][CH2:21][NH:20][CH2:19][CH2:18]1)(=[O:16])=[O:15]. (4) Given the reactants [CH2:1]([NH:8][CH:9]1[CH2:13][CH2:12][CH:11]([C:14]2[C:22]3[C:17](=[CH:18][CH:19]=[C:20]([F:23])[CH:21]=3)[NH:16][CH:15]=2)[CH2:10]1)[C:2]1[CH:7]=[CH:6][CH:5]=[CH:4][CH:3]=1.F[C:25]1C=C2C(=CC=1)N(C)C=C2C1CCC(=O)C1.C(N)C1C=CC=CC=1, predict the reaction product. The product is: [CH2:1]([NH:8][CH:9]1[CH2:13][CH2:12][CH:11]([C:14]2[C:22]3[C:17](=[CH:18][CH:19]=[C:20]([F:23])[CH:21]=3)[N:16]([CH3:25])[CH:15]=2)[CH2:10]1)[C:2]1[CH:7]=[CH:6][CH:5]=[CH:4][CH:3]=1. (5) The product is: [Cl:1][C:2]1[CH:3]=[CH:4][C:5]([CH2:6][N:7]2[C:12](=[O:13])[C:11]([C:14]3[CH:19]=[CH:18][C:17]([OH:20])=[C:16]([F:28])[CH:15]=3)=[CH:10][N:9]=[CH:8]2)=[CH:29][CH:30]=1. Given the reactants [Cl:1][C:2]1[CH:30]=[CH:29][C:5]([CH2:6][N:7]2[C:12](=[O:13])[C:11]([C:14]3[CH:19]=[CH:18][C:17]([O:20]CC4C=CC=CC=4)=[C:16]([F:28])[CH:15]=3)=[CH:10][N:9]=[CH:8]2)=[CH:4][CH:3]=1, predict the reaction product. (6) Given the reactants [F:1][C:2]1[CH:3]=[C:4]([C:21]([O:23][CH3:24])=[O:22])[C:5]2[O:9][C:8]([C:10]3[CH:15]=[CH:14][C:13]([CH2:16][N:17](C)[CH3:18])=[CH:12][CH:11]=3)=[CH:7][C:6]=2[CH:20]=1.CNCC1C=CC(C#C)=C([F:36])C=1.FC1C=C(C(OC)=O)C(O)=C(I)C=1, predict the reaction product. The product is: [F:1][C:2]1[CH:3]=[C:4]([C:21]([O:23][CH3:24])=[O:22])[C:5]2[O:9][C:8]([C:10]3[CH:15]=[CH:14][C:13]([CH2:16][NH:17][CH3:18])=[CH:12][C:11]=3[F:36])=[CH:7][C:6]=2[CH:20]=1. (7) Given the reactants [CH3:1][C:2]1([CH3:40])[N:6]([C:7]([O:9][C:10]([CH3:13])([CH3:12])[CH3:11])=[O:8])[C@@:5]([CH3:39])([C:14](=O)[NH:15][CH2:16][C:17]([C:19]2[CH:24]=[CH:23][C:22]([O:25][CH2:26][CH2:27][CH2:28][CH2:29][CH2:30][CH2:31][CH2:32][CH3:33])=[C:21]([C:34]([F:37])([F:36])[F:35])[CH:20]=2)=O)[CH2:4][O:3]1.COC1C=CC(P2(SP(C3C=CC(OC)=CC=3)(=S)S2)=[S:50])=CC=1, predict the reaction product. The product is: [CH3:1][C:2]1([CH3:40])[N:6]([C:7]([O:9][C:10]([CH3:13])([CH3:12])[CH3:11])=[O:8])[C@@:5]([CH3:39])([C:14]2[S:50][C:17]([C:19]3[CH:24]=[CH:23][C:22]([O:25][CH2:26][CH2:27][CH2:28][CH2:29][CH2:30][CH2:31][CH2:32][CH3:33])=[C:21]([C:34]([F:37])([F:36])[F:35])[CH:20]=3)=[CH:16][N:15]=2)[CH2:4][O:3]1.